Dataset: Full USPTO retrosynthesis dataset with 1.9M reactions from patents (1976-2016). Task: Predict the reactants needed to synthesize the given product. (1) Given the product [Cl:29][C:9]1[N:10]([CH2:12][C:13]2[CH:14]=[CH:15][C:16]([S:19]([NH2:22])(=[O:21])=[O:20])=[CH:17][CH:18]=2)[N:11]=[C:5]2[C:6]=1[C:7](=[O:8])[N:2]([CH3:1])[C:3](=[O:28])[N:4]2[CH2:23][C:24]([CH3:25])([CH3:27])[CH3:26], predict the reactants needed to synthesize it. The reactants are: [CH3:1][N:2]1[C:7](=[O:8])[C:6]2=[CH:9][N:10]([CH2:12][C:13]3[CH:18]=[CH:17][C:16]([S:19]([NH2:22])(=[O:21])=[O:20])=[CH:15][CH:14]=3)[N:11]=[C:5]2[N:4]([CH2:23][C:24]([CH3:27])([CH3:26])[CH3:25])[C:3]1=[O:28].[Cl:29]C(Cl)(Cl)C(Cl)(Cl)Cl.[Li+].C[Si]([N-][Si](C)(C)C)(C)C.C1COCC1. (2) Given the product [CH2:1]([O:8][C:9]([N:11]1[CH2:16][CH2:15][NH:14][C:13](=[O:17])[C@@H:12]1[CH2:18][CH2:19][S:20][CH3:21])=[O:10])[C:2]1[CH:7]=[CH:6][CH:5]=[CH:4][CH:3]=1, predict the reactants needed to synthesize it. The reactants are: [CH2:1]([O:8][C:9]([N:11]1[CH:16]=[CH:15][NH:14][C:13](=[O:17])[C@@H:12]1[CH2:18][CH2:19][S:20][CH3:21])=[O:10])[C:2]1[CH:7]=[CH:6][CH:5]=[CH:4][CH:3]=1.[SiH](CC)(CC)CC.C(C(O)=O)(F)(F)F. (3) The reactants are: [N:1]1[C:2]([C:10]([O-:12])=[O:11])=[CH:3][N:4]2[CH:9]=[CH:8][CH:7]=[CH:6][C:5]=12.CC(C)(OC(NC1N=C(C2C=CC3N(C=C(C(O)=O)N=3)C=2)C=CC=1)=O)C. Given the product [N:1]1[C:2]([C:10]([OH:12])=[O:11])=[CH:3][N:4]2[CH:9]=[CH:8][CH:7]=[CH:6][C:5]=12, predict the reactants needed to synthesize it.